Dataset: Peptide-MHC class II binding affinity with 134,281 pairs from IEDB. Task: Regression. Given a peptide amino acid sequence and an MHC pseudo amino acid sequence, predict their binding affinity value. This is MHC class II binding data. (1) The peptide sequence is VSIISILKGVINIWG. The MHC is DRB1_0404 with pseudo-sequence DRB1_0404. The binding affinity (normalized) is 0.668. (2) The peptide sequence is LVLVGFVTLYLGVMV. The MHC is DRB1_1501 with pseudo-sequence DRB1_1501. The binding affinity (normalized) is 0.425. (3) The binding affinity (normalized) is 0.637. The MHC is DRB1_1501 with pseudo-sequence DRB1_1501. The peptide sequence is PFAEYKSDYVYEPFP. (4) The peptide sequence is FIFGEARSLYLNTEL. The MHC is DRB4_0101 with pseudo-sequence DRB4_0103. The binding affinity (normalized) is 0.336. (5) The peptide sequence is LISWGHYPLHLRYYR. The MHC is DRB1_0901 with pseudo-sequence DRB1_0901. The binding affinity (normalized) is 0.480.